This data is from Peptide-MHC class I binding affinity with 185,985 pairs from IEDB/IMGT. The task is: Regression. Given a peptide amino acid sequence and an MHC pseudo amino acid sequence, predict their binding affinity value. This is MHC class I binding data. The peptide sequence is YRTLNLFRY. The MHC is HLA-B27:05 with pseudo-sequence HLA-B27:05. The binding affinity (normalized) is 0.674.